This data is from Experimentally validated miRNA-target interactions with 360,000+ pairs, plus equal number of negative samples. The task is: Binary Classification. Given a miRNA mature sequence and a target amino acid sequence, predict their likelihood of interaction. The miRNA is hsa-miR-3667-3p with sequence ACCUUCCUCUCCAUGGGUCUUU. The protein sequence of the target gene is MAEYGTLLQDLTNNITLEDLEQLKSACKEDIPSEKSEEITTGSAWFSFLESHNKLDKDNLSYIEHIFEISRRPDLLTMVVDYRTRVLKISEEDELDTKLTRIPSAKKYKDIIRQPSEEEIIKLAPPPKKA. Result: 1 (interaction).